Task: Predict the reactants needed to synthesize the given product.. Dataset: Full USPTO retrosynthesis dataset with 1.9M reactions from patents (1976-2016) (1) Given the product [CH2:27]([NH:34][C:35]([C:37]1[S:41][C:40]([C:42]2[N:15]=[N:14][N:13]([CH2:16][C:17]3[CH:18]=[CH:19][C:20]([C:23]([F:25])([F:24])[F:26])=[CH:21][CH:22]=3)[CH:43]=2)=[N:39][C:38]=1[CH3:44])=[O:36])[C:28]1[CH:29]=[CH:30][CH:31]=[CH:32][CH:33]=1, predict the reactants needed to synthesize it. The reactants are: N(CCC1C=CC(F)=CC=1)=[N+]=[N-].[N:13]([CH2:16][C:17]1[CH:22]=[CH:21][C:20]([C:23]([F:26])([F:25])[F:24])=[CH:19][CH:18]=1)=[N+:14]=[N-:15].[CH2:27]([NH:34][C:35]([C:37]1[S:41][C:40]([C:42]#[CH:43])=[N:39][C:38]=1[CH3:44])=[O:36])[C:28]1[CH:33]=[CH:32][CH:31]=[CH:30][CH:29]=1. (2) Given the product [NH2:20][C:11]1[C:10]2[N:9]=[C:8]([CH2:21][O:22][CH2:23][CH3:24])[N:7]([CH2:6][CH2:5][O:4][CH2:3][CH2:2][NH:1][C:38]([N:32]3[CH2:37][CH2:36][O:35][CH2:34][CH2:33]3)=[O:39])[C:19]=2[C:18]2[CH:17]=[CH:16][CH:15]=[CH:14][C:13]=2[N:12]=1, predict the reactants needed to synthesize it. The reactants are: [NH2:1][CH2:2][CH2:3][O:4][CH2:5][CH2:6][N:7]1[C:19]2[C:18]3[CH:17]=[CH:16][CH:15]=[CH:14][C:13]=3[N:12]=[C:11]([NH2:20])[C:10]=2[N:9]=[C:8]1[CH2:21][O:22][CH2:23][CH3:24].C(N(CC)CC)C.[N:32]1([C:38](Cl)=[O:39])[CH2:37][CH2:36][O:35][CH2:34][CH2:33]1.O. (3) Given the product [CH3:22][N:2]([CH3:1])[C:3](=[O:21])[S:4][C:5]1[CH:10]=[CH:9][C:8]([CH2:11][C:12]2[CH:13]=[CH:14][CH:15]=[CH:16][CH:17]=2)=[CH:7][C:6]=1[NH2:18], predict the reactants needed to synthesize it. The reactants are: [CH3:1][N:2]([CH3:22])[C:3](=[O:21])[S:4][C:5]1[CH:10]=[CH:9][C:8]([CH2:11][C:12]2[CH:17]=[CH:16][CH:15]=[CH:14][CH:13]=2)=[CH:7][C:6]=1[N+:18]([O-])=O.[Cl-].[NH4+]. (4) Given the product [F:1][C:2]1[CH:26]=[CH:25][C:5]([CH2:6][N:7]2[C:11]3=[CH:12][N:13]=[C:14]([C:20]([NH:29][OH:27])=[O:21])[C:15]([CH2:16][CH2:17][CH2:18][OH:19])=[C:10]3[CH:9]=[CH:8]2)=[CH:4][CH:3]=1, predict the reactants needed to synthesize it. The reactants are: [F:1][C:2]1[CH:26]=[CH:25][C:5]([CH2:6][N:7]2[C:11]3=[CH:12][N:13]=[C:14]([C:20](OCC)=[O:21])[C:15]([CH2:16][CH2:17][CH2:18][OH:19])=[C:10]3[CH:9]=[CH:8]2)=[CH:4][CH:3]=1.[OH-:27].[Na+].[NH2:29]O.C(O)(=O)C.